From a dataset of Full USPTO retrosynthesis dataset with 1.9M reactions from patents (1976-2016). Predict the reactants needed to synthesize the given product. (1) Given the product [B-:31]1([F:44])([F:43])[N+:39]2=[CH:40][CH:41]=[CH:42][C:38]2=[CH:37][C:36]2[N:32]1[CH:33]=[CH:34][CH:35]=2.[CH3:1][CH2:2][C:3]12[C@@H:14]([O:15][C:45]([CH3:46])=[O:48])[C@:13]([OH:20])([C:16]([O:18][CH3:19])=[O:17])[C@H:12]3[C@@:9]4([C:23]5[CH:24]=[CH:25][C:26]([O:28][CH3:29])=[CH:27][C:22]=5[N:21]3[CH3:30])[CH2:10][CH2:11][N:7]([C@@H:8]14)[CH2:6][CH:5]=[CH:4]2, predict the reactants needed to synthesize it. The reactants are: [CH3:1][CH2:2][C@:3]12[C@@H:14]([OH:15])[C@:13]([OH:20])([C:16]([O:18][CH3:19])=[O:17])[C@@H:12]3[N:21]([CH3:30])[C:22]4[CH:27]=[C:26]([O:28][CH3:29])[CH:25]=[CH:24][C:23]=4[C@:9]43[CH2:10][CH2:11][N:7]([C@@H:8]14)[CH2:6][CH:5]=[CH:4]2.[B-:31]1([F:44])([F:43])[N+:39]2=[CH:40][CH:41]=[CH:42][C:38]2=[CH:37][C:36]2[N:32]1[CH:33]=[CH:34][CH:35]=2.[C:45](O)(=[O:48])[CH2:46]C.CCN=C=NCCCN(C)C. (2) The reactants are: [Cl:1][C:2]1[NH:10][C:9]2[C:8](=[O:11])[N:7]([CH2:12][CH2:13][CH2:14][CH2:15][C:16]([OH:18])=O)[C:6](=[O:19])[N:5]([CH2:20][CH2:21][CH2:22][CH2:23][CH3:24])[C:4]=2[N:3]=1.C1N=CN(C(N2C=NC=C2)=O)C=1.[F:37][C:38]1[CH:43]=[CH:42][C:41]([CH2:44][NH2:45])=[CH:40][C:39]=1[CH3:46].CCN(C(C)C)C(C)C. Given the product [Cl:1][C:2]1[NH:10][C:9]2[C:8](=[O:11])[N:7]([CH2:12][CH2:13][CH2:14][CH2:15][C:16]([NH:45][CH2:44][C:41]3[CH:42]=[CH:43][C:38]([F:37])=[C:39]([CH3:46])[CH:40]=3)=[O:18])[C:6](=[O:19])[N:5]([CH2:20][CH2:21][CH2:22][CH2:23][CH3:24])[C:4]=2[N:3]=1, predict the reactants needed to synthesize it. (3) Given the product [Cl:23][S:20]([C:7]1[CH:8]=[CH:9][C:4]([C:3]([O:2][CH3:1])=[O:11])=[CH:5][CH:6]=1)(=[O:22])=[O:21], predict the reactants needed to synthesize it. The reactants are: [CH3:1][O:2][C:3](=[O:11])[C:4]1[CH:9]=[CH:8][C:7](N)=[CH:6][CH:5]=1.N([O-])=O.[Na+].C(O)(=O)C.[S:20](=[O:22])=[O:21].[ClH:23]. (4) Given the product [F:14][C:10]1[CH:11]=[C:12]2[C:7](=[CH:8][CH:9]=1)[NH:6][C:5]([C:3]1[O:4][N:26]=[C:24]([CH3:25])[N:23]=1)=[CH:13]2, predict the reactants needed to synthesize it. The reactants are: CO[C:3]([C:5]1[NH:6][C:7]2[C:12]([CH:13]=1)=[CH:11][C:10]([F:14])=[CH:9][CH:8]=2)=[O:4].C1(C)C=CC=CC=1.O[NH:23][C:24](=[NH:26])[CH3:25].C(=O)([O-])[O-].[K+].[K+]. (5) The reactants are: [Br:1][C:2]1[CH:3]=[C:4]([CH:7]=[CH:8][CH:9]=1)[CH2:5]Br.[CH3:10][S:11]([O-:13])=[O:12].[Na+]. Given the product [CH3:10][S:11]([CH2:5][C:4]1[CH:7]=[CH:8][CH:9]=[C:2]([Br:1])[CH:3]=1)(=[O:13])=[O:12], predict the reactants needed to synthesize it. (6) Given the product [C:33]([NH:1][C:2]([C:5]1[CH:10]=[CH:9][C:8]([C:11]2[C:16]([C:17]#[N:18])=[CH:15][N:14]=[C:13]([NH:19][C:20]3[CH:21]=[CH:22][C:23]([F:26])=[CH:24][CH:25]=3)[N:12]=2)=[CH:7][CH:6]=1)([CH3:4])[CH3:3])(=[O:35])[CH3:34], predict the reactants needed to synthesize it. The reactants are: [NH2:1][C:2]([C:5]1[CH:10]=[CH:9][C:8]([C:11]2[C:16]([C:17]#[N:18])=[CH:15][N:14]=[C:13]([NH:19][C:20]3[CH:25]=[CH:24][C:23]([F:26])=[CH:22][CH:21]=3)[N:12]=2)=[CH:7][CH:6]=1)([CH3:4])[CH3:3].N1C=CC=CC=1.[C:33](OC(=O)C)(=[O:35])[CH3:34].